Dataset: Reaction yield outcomes from USPTO patents with 853,638 reactions. Task: Predict the reaction yield, written as a fraction of the theoretical maximum amount of product (1.0 means a 100% yield; for example, 0.34 means a 34% yield). (1) The yield is 0.830. The catalyst is COCCOC. The reactants are Cl[C:2]1[N:9]=[C:8]([C:10]2[CH:15]=[CH:14][CH:13]=[CH:12][CH:11]=2)[CH:7]=[C:6]([CH3:16])[C:3]=1[C:4]#[N:5].[CH3:17][O-:18].[Na+].O.Cl. The product is [CH3:17][O:18][C:2]1[N:9]=[C:8]([C:10]2[CH:15]=[CH:14][CH:13]=[CH:12][CH:11]=2)[CH:7]=[C:6]([CH3:16])[C:3]=1[C:4]#[N:5]. (2) The catalyst is CN(C)C=O.Cl.C(OCC)(=O)C. The yield is 0.800. The product is [ClH:29].[CH2:1]([O:8][C:9]1[CH:10]=[C:11]([CH2:15][CH2:16][N:17]([CH2:18][CH:19]2[CH2:21][CH2:20]2)[CH2:30][C:31]([NH:33][CH3:34])=[O:32])[CH:12]=[CH:13][CH:14]=1)[C:2]1[CH:3]=[CH:4][CH:5]=[CH:6][CH:7]=1. The reactants are [CH2:1]([O:8][C:9]1[CH:10]=[C:11]([CH2:15][CH2:16][NH:17][CH2:18][CH:19]2[CH2:21][CH2:20]2)[CH:12]=[CH:13][CH:14]=1)[C:2]1[CH:7]=[CH:6][CH:5]=[CH:4][CH:3]=1.C(N(CC)CC)C.[Cl:29][CH2:30][C:31]([NH:33][CH3:34])=[O:32].